The task is: Predict the product of the given reaction.. This data is from Forward reaction prediction with 1.9M reactions from USPTO patents (1976-2016). (1) Given the reactants [Br:1][C:2]1[C:3]([CH3:9])=[C:4]([CH:6]=[CH:7][CH:8]=1)[NH2:5].F[C:11]1[CH:16]=[C:15]([CH3:17])[CH:14]=[CH:13][N:12]=1.CC(C)([O-])C.[K+], predict the reaction product. The product is: [Br:1][C:2]1[C:3]([CH3:9])=[C:4]([NH:5][C:11]2[CH:16]=[C:15]([CH3:17])[CH:14]=[CH:13][N:12]=2)[CH:6]=[CH:7][CH:8]=1. (2) Given the reactants C(NC(C)C)(C)C.C([Li])CCC.CCCCCC.[F:19][C:20]1[CH:25]=[C:24]([CH3:26])[CH:23]=[CH:22][N:21]=1.[Cl-].[NH4+].[O:29]1CCC[CH2:30]1, predict the reaction product. The product is: [F:19][C:20]1[CH:25]=[C:24]([CH2:26][CH2:30][OH:29])[CH:23]=[CH:22][N:21]=1. (3) Given the reactants [O:1]=[C:2]1[C:7]([C:8]([NH:10][NH2:11])=O)=[CH:6][C:5]([C:12]2[CH:17]=[CH:16][N:15]=[CH:14][CH:13]=2)=[N:4][NH:3]1.[C:18]([NH2:21])(=S)[CH3:19].C(N(CC)CC)C.N1C=CC=CC=1, predict the reaction product. The product is: [CH3:19][C:18]1[NH:21][C:8]([C:7]2[C:2](=[O:1])[NH:3][N:4]=[C:5]([C:12]3[CH:17]=[CH:16][N:15]=[CH:14][CH:13]=3)[CH:6]=2)=[N:10][N:11]=1. (4) Given the reactants CC(C)(C)C([NH:5][C:6]1[C:15]([C:16]([O:18][CH3:19])=[O:17])=[C:14]2[C:9]([CH:10]3[CH2:20][CH:11]3[CH2:12][O:13]2)=[CH:8][CH:7]=1)=O, predict the reaction product. The product is: [NH2:5][C:6]1[C:15]([C:16]([O:18][CH3:19])=[O:17])=[C:14]2[C:9]([CH:10]3[CH2:20][CH:11]3[CH2:12][O:13]2)=[CH:8][CH:7]=1. (5) Given the reactants [N:1]1([C:7]2[C:8]3[N:9]([CH:15]=[C:16]([C:18]4[CH:23]=[CH:22][N:21]=[CH:20][CH:19]=4)[N:17]=3)[N:10]=[C:11]([NH:13][NH2:14])[CH:12]=2)[CH2:6][CH2:5][O:4][CH2:3][CH2:2]1.[C:24]([C:27]1[CH:28]=[C:29]([CH:32]=[CH:33][CH:34]=1)[CH:30]=O)(=[O:26])[CH3:25], predict the reaction product. The product is: [C:24]([C:27]1[CH:28]=[C:29]([CH:32]=[CH:33][CH:34]=1)[CH:30]=[N:14][NH:13][C:11]1[CH:12]=[C:7]([N:1]2[CH2:2][CH2:3][O:4][CH2:5][CH2:6]2)[C:8]2[N:9]([CH:15]=[C:16]([C:18]3[CH:23]=[CH:22][N:21]=[CH:20][CH:19]=3)[N:17]=2)[N:10]=1)(=[O:26])[CH3:25].